This data is from Reaction yield outcomes from USPTO patents with 853,638 reactions. The task is: Predict the reaction yield, written as a fraction of the theoretical maximum amount of product (1.0 means a 100% yield; for example, 0.34 means a 34% yield). (1) The reactants are [H-].[Na+].CN(C=O)C.[CH3:8][C:9]1[NH:10][C:11]2[C:16]([CH:17]=1)=[CH:15][C:14]([C:18]1[CH:19]=[N:20][N:21]([CH:23]3[CH2:28][CH2:27][CH2:26][CH2:25][O:24]3)[CH:22]=1)=[CH:13][CH:12]=2.CC1C=CC(S(O[CH2:40][CH:41]2[CH2:45][CH:44]([CH3:46])[N:43]([CH2:47][C:48]3[CH:53]=[CH:52][CH:51]=[CH:50][CH:49]=3)[CH2:42]2)(=O)=O)=CC=1. The catalyst is O. The product is [CH2:47]([N:43]1[CH:44]([CH3:46])[CH2:45][CH:41]([CH2:40][N:10]2[C:11]3[C:16](=[CH:15][C:14]([C:18]4[CH:19]=[N:20][N:21]([CH:23]5[CH2:28][CH2:27][CH2:26][CH2:25][O:24]5)[CH:22]=4)=[CH:13][CH:12]=3)[CH:17]=[C:9]2[CH3:8])[CH2:42]1)[C:48]1[CH:53]=[CH:52][CH:51]=[CH:50][CH:49]=1. The yield is 0.375. (2) The reactants are [Cl:1][C:2]1[CH:3]=[C:4]([NH2:9])[CH:5]=[CH:6][C:7]=1[Cl:8].N1C(C)=CC=CC=1C.Br[CH2:19][CH2:20][C:21]([O:23][C:24]([CH3:27])([CH3:26])[CH3:25])=[O:22]. The catalyst is C1(C)C=CC=CC=1. The product is [C:24]([O:23][C:21](=[O:22])[CH2:20][CH2:19][NH:9][C:4]1[CH:5]=[CH:6][C:7]([Cl:8])=[C:2]([Cl:1])[CH:3]=1)([CH3:27])([CH3:26])[CH3:25]. The yield is 0.520. (3) The reactants are [Mg].Br[C:3]1[CH:8]=[CH:7][C:6]([C:9]2[CH:14]=[CH:13][C:12]([N:15]([CH3:17])[CH3:16])=[CH:11][C:10]=2[CH:18]=[CH2:19])=[CH:5][CH:4]=1.[O:20]=[C:21]1[CH2:25][N:24]([C:26]([O:28][CH2:29][CH2:30][Si:31]([CH3:34])([CH3:33])[CH3:32])=[O:27])[C@H:23]([C:35]([O:37][CH3:38])=[O:36])[CH2:22]1. The catalyst is C1COCC1.C(Cl)Cl. The product is [CH3:16][N:15]([CH3:17])[C:12]1[CH:13]=[CH:14][C:9]([C:6]2[CH:7]=[CH:8][C:3]([C@@:21]3([OH:20])[CH2:25][N:24]([C:26]([O:28][CH2:29][CH2:30][Si:31]([CH3:34])([CH3:32])[CH3:33])=[O:27])[C@H:23]([C:35]([O:37][CH3:38])=[O:36])[CH2:22]3)=[CH:4][CH:5]=2)=[C:10]([CH:18]=[CH2:19])[CH:11]=1. The yield is 0.270. (4) The reactants are [N+:1]([C:4]1[CH:9]=[CH:8][C:7]([S:10]([N:13]2[CH2:17][CH2:16][S:15][CH:14]2[C:18]([O:20][CH3:21])=[O:19])(=[O:12])=[O:11])=[CH:6][CH:5]=1)([O-])=O.[ClH:22]. The catalyst is CO.[Pd]. The product is [ClH:22].[NH2:1][C:4]1[CH:9]=[CH:8][C:7]([S:10]([N:13]2[CH2:17][CH2:16][S:15][CH:14]2[C:18]([O:20][CH3:21])=[O:19])(=[O:12])=[O:11])=[CH:6][CH:5]=1. The yield is 0.720. (5) The reactants are [N+:1]([C:4]1[CH:9]=[CH:8][C:7]([NH2:10])=[CH:6][CH:5]=1)([O-:3])=[O:2].[Br:11]Br. The catalyst is CC(O)=O. The product is [Br:11][C:8]1[CH:9]=[C:4]([N+:1]([O-:3])=[O:2])[CH:5]=[CH:6][C:7]=1[NH2:10]. The yield is 0.720.